Binary Classification. Given a miRNA mature sequence and a target amino acid sequence, predict their likelihood of interaction. From a dataset of Experimentally validated miRNA-target interactions with 360,000+ pairs, plus equal number of negative samples. (1) The miRNA is mmu-miR-871-5p with sequence UAUUCAGAUUAGUGCCAGUCAUG. The protein sequence of the target gene is MRLLDGGSFTAESSREVVQANCVHWRKKFSFMCKMSASASTGILDPCIYRVSVRKELKGGKAYAKLGFADLNLAEFAGSGNTTRRCLLEGYDTKNTRQDNSILKVLISMQLMSGDPCFKTPPSTSMSIPIAGESESLEEDRKGGETLKVHLGIADLSAKSASVPDELGAWGHSRTSSYASQQSKVSGYSTCHSRSSSFSEFCHRRNTSVGSTSTGIESILEPCDETEPITAEPSPDPTAAAATATTTTAKEEEASEKLARCPVKQDSVESQLKRVDDTRVDADDIVEKILQSQDFSLDSS.... Result: 1 (interaction). (2) The miRNA is hsa-miR-548b-5p with sequence AAAAGUAAUUGUGGUUUUGGCC. The protein sequence of the target gene is MAVFHDMLLQPLGMFLCLSLQLSSATFIRYSSTCFTFDEYYTITLDIKASSHIYESNAVYSVFVPVNDSVYAVVMKTLDENSDSAGLWQRADKNCYSNSTYYVKDQYMTVLEAQWQAPEPENITEVEIQAFTVQIRALPILSTLKLREKLSTLALAAKIPQSSAFKPFFMITPKSIRLEGLANQVFSSPITEAIYILLAFLTSTLLF. Result: 1 (interaction). (3) The protein sequence of the target gene is MNRFRVSKFRHTEARPPRRESWISDIRAGTAPSCRNHIKSSCSLIAFNSDRPGVLGIVPLQGQGEDKRRVAHLGCHSDLVTDLDFSPFDDFLLATGSADRTVKLWRLPGPGQALPSAPGVVLGPEDLPVEVLQFHPTSDGILVSAAGTTVKVWDAAKQQPLTELAAHGDLVQSAVWSRDGALVGTACKDKQLRIFDPRTKPRASQSTQAHENSRDSRLAWMGTWEHLVSTGFNQMREREVKLWDTRFFSSALASLTLDTSLGCLVPLLDPDSGLLVLAGKGERQLYCYEVVPQQPALSPV.... The miRNA is hsa-miR-140-3p with sequence UACCACAGGGUAGAACCACGG. Result: 1 (interaction). (4) The miRNA is hsa-miR-6846-5p with sequence UGGGGGCUGGAUGGGGUAGAGU. The protein sequence of the target gene is MEYHQPEDPAPGKAGTAEAVIPENHEVLAGPDEHPQDTDARDADGEAREREPADQALLPSQCGDNLESPLPEASSAPPGPTLGTLPEVETIRACSMPQELPQSPRTRQPEPDFYCVKWIPWKGEQTPIITQSTNGPCPLLAIMNILFLQWKVKLPPQKEVITSDELMAHLGNCLLSIKPQEKSEGLQLNFQQNVDDAMTVLPKLATGLDVNVRFTGVSDFEYTPECSVFDLLGIPLYHGWLVDPQSPEAVRAVGKLSYNQLVERIITCKHSSDTNLVTEGLIAEQFLETTAAQLTYHGLC.... Result: 0 (no interaction). (5) The miRNA is mmu-miR-1912-3p with sequence CACAGAACAUGCAGUGAGAACU. The protein sequence of the target gene is MAANVGSMFQYWKRFDLRRLQKELNSVASELSARQEESEHSHKHLIELRREFKKNVPEEIREMVAPVLKSFQAEVVALSKRSQEAEAAFLSVYKQLIEAPDPVPVFEAARSLDDRLQPPSFDPSGQPRRDLHTSWKRNPELLSPKEQREGTSPAGPTLTEGSRLPGIPGKALLTETLLQRNEAEKQKGLQEVQITLAARLGEAEEKIKVLHSALKATQAELLELRRKYDEEAASKADEVGLIMTNLEKANQRAEAAQREVESLREQLASVNSSIRLACCSPQGPSGDKVNFTLCSGPRLE.... Result: 0 (no interaction). (6) The miRNA is mmu-miR-3087-3p with sequence UAACUCACUGUCAUGUCCUCA. The protein sequence of the target gene is MDQKLSQLIEELTTSGESQLNAQKMKELKKICKSSEEQLSHAYRLLITQLTQGHAEIRLSAFQIVDELFTRSHQFRMLLVSDFQEFLELTLGTDSDRPLPPPREAAQRLRQAAMQAVEGWNEKFGQAYKKLALGYHFLKHTKKVDFRDINVRTVAERKREEEKQKHLDKIHRESADRAKREMEEMYDEIECCLTEVENCFKLLVPLDFVPCPEDKFFGEASSMTEGYAPCPLSPDLATPRESGLSGPQDEEQPCCSKDLVASAYHVGSVVGLKALPQTAMKDSSRDEDEPSDPDDFLRSH.... Result: 1 (interaction).